From a dataset of Reaction yield outcomes from USPTO patents with 853,638 reactions. Predict the reaction yield, written as a fraction of the theoretical maximum amount of product (1.0 means a 100% yield; for example, 0.34 means a 34% yield). (1) The reactants are [C:1]([C@@H:4]1[CH2:7][C@H:6]([NH:8][C:9](=[O:18])[O:10][CH2:11][C:12]2[CH:17]=[CH:16][CH:15]=[CH:14][CH:13]=2)[C:5]1([CH3:20])[CH3:19])(=[O:3])C.[OH2:21]. The catalyst is O1CCOCC1. The product is [CH2:11]([O:10][C:9]([NH:8][C@H:6]1[CH2:7][C@@H:4]([C:1]([OH:3])=[O:21])[C:5]1([CH3:20])[CH3:19])=[O:18])[C:12]1[CH:17]=[CH:16][CH:15]=[CH:14][CH:13]=1. The yield is 0.920. (2) The reactants are [NH2:1][C:2]1[C:7]([OH:8])=[CH:6][CH:5]=[CH:4][N:3]=1.[CH3:9][N:10]([CH3:14])[C:11](Cl)=O. The catalyst is N1C=CC=CC=1.CN(C1C=CN=CC=1)C. The product is [CH3:9][N:10]([CH3:14])[C:11]1[O:8][C:7]2[C:2]([N:1]=1)=[N:3][CH:4]=[CH:5][CH:6]=2. The yield is 0.0990. (3) The yield is 0.760. The reactants are [CH2:1]([C:3]1[N:8]([C:9]2[CH:14]=[CH:13][C:12]([O:15][CH:16]3[CH2:21][CH2:20][CH2:19][CH:18]([OH:22])[CH2:17]3)=[CH:11][CH:10]=2)[C:7](=[O:23])[C:6]([CH2:24][C:25]2[CH:30]=[CH:29][C:28]([C:31]3[CH:36]=[CH:35][CH:34]=[CH:33][C:32]=3[C:37]3[NH:41][C:40](=[O:42])[O:39][N:38]=3)=[CH:27][CH:26]=2)=[C:5]([CH2:43][CH2:44][CH3:45])[N:4]=1)[CH3:2].CC(OI1(OC(C)=O)(OC(C)=O)OC(=O)C2C1=CC=CC=2)=O. The product is [CH2:1]([C:3]1[N:8]([C:9]2[CH:10]=[CH:11][C:12]([O:15][CH:16]3[CH2:21][CH2:20][CH2:19][C:18](=[O:22])[CH2:17]3)=[CH:13][CH:14]=2)[C:7](=[O:23])[C:6]([CH2:24][C:25]2[CH:30]=[CH:29][C:28]([C:31]3[CH:36]=[CH:35][CH:34]=[CH:33][C:32]=3[C:37]3[NH:41][C:40](=[O:42])[O:39][N:38]=3)=[CH:27][CH:26]=2)=[C:5]([CH2:43][CH2:44][CH3:45])[N:4]=1)[CH3:2]. The catalyst is ClCCl.C(OCC)(=O)C. (4) The reactants are [O:1]1[CH:5]=[CH:4][CH:3]=[C:2]1[C:6]1[CH:32]=[CH:31][C:9]([C:10]([NH:12][CH2:13][C:14]2[CH:30]=[CH:29][CH:28]=[CH:27][C:15]=2[O:16][CH2:17][CH2:18][CH2:19][CH2:20][CH2:21][C:22]([O:24]CC)=[O:23])=[O:11])=[CH:8][CH:7]=1.O.[OH-].[Li+]. The catalyst is C1COCC1.O. The product is [O:1]1[CH:5]=[CH:4][CH:3]=[C:2]1[C:6]1[CH:7]=[CH:8][C:9]([C:10]([NH:12][CH2:13][C:14]2[CH:30]=[CH:29][CH:28]=[CH:27][C:15]=2[O:16][CH2:17][CH2:18][CH2:19][CH2:20][CH2:21][C:22]([OH:24])=[O:23])=[O:11])=[CH:31][CH:32]=1. The yield is 0.427. (5) The reactants are C[O:2][C:3]([C:5]1[CH:10]=[C:9]([CH3:11])[N:8]=[C:7]([N:12]2[CH2:17][CH2:16][CH:15]([C:18]3[CH:23]=[CH:22][CH:21]=[CH:20][CH:19]=3)[CH2:14][CH2:13]2)[N:6]=1)=[O:4].CO.[OH-].[Li+]. The catalyst is C1COCC1. The product is [CH3:11][C:9]1[N:8]=[C:7]([N:12]2[CH2:17][CH2:16][CH:15]([C:18]3[CH:23]=[CH:22][CH:21]=[CH:20][CH:19]=3)[CH2:14][CH2:13]2)[N:6]=[C:5]([C:3]([OH:4])=[O:2])[CH:10]=1. The yield is 0.990. (6) The reactants are C[O:2][C:3]([C:5]1[C:14]([NH2:15])=[C:13]([F:16])[C:8]2[N:9]=[CH:10][N:11]([CH3:12])[C:7]=2[CH:6]=1)=[O:4].C(=O)([O-])[O-].[Cs+].[Cs+].[Br:23][C:24]1[CH:29]=[CH:28][C:27](I)=[C:26]([Cl:31])[CH:25]=1.S(=O)(=O)(O)O.[OH-].[Na+]. The catalyst is C1(OC)C=CC=CC=1.CO. The product is [Br:23][C:24]1[CH:29]=[CH:28][C:27]([NH:15][C:14]2[C:5]([C:3]([OH:2])=[O:4])=[CH:6][C:7]3[N:11]([CH3:12])[CH:10]=[N:9][C:8]=3[C:13]=2[F:16])=[C:26]([Cl:31])[CH:25]=1. The yield is 0.722. (7) The reactants are C1(P(C2C=CC=CC=2)C2C=CC=CC=2)C=CC=CC=1.BrN1C(=O)CCC1=O.[CH:28]1([CH2:33][CH:34]([C:38]2[CH:43]=[CH:42][C:41]([S:44]([CH2:47][CH3:48])(=[O:46])=[O:45])=[CH:40][CH:39]=2)[C:35]([OH:37])=O)[CH2:32][CH2:31][CH2:30][CH2:29]1.[NH2:49][C:50]1[CH:55]=[CH:54][CH:53]=[CH:52][N:51]=1. The catalyst is C(Cl)Cl. The product is [CH:28]1([CH2:33][CH:34]([C:38]2[CH:43]=[CH:42][C:41]([S:44]([CH2:47][CH3:48])(=[O:46])=[O:45])=[CH:40][CH:39]=2)[C:35]([NH:49][C:50]2[CH:55]=[CH:54][CH:53]=[CH:52][N:51]=2)=[O:37])[CH2:29][CH2:30][CH2:31][CH2:32]1. The yield is 0.500. (8) The reactants are Cl[C:2]1[N:6]([CH3:7])[N:5]=[CH:4][C:3]=1[N+:8]([O-:10])=[O:9].[OH:11][C@@H:12]1[CH2:17][CH2:16][CH2:15][N:14]([C:18]([O:20][C:21]([CH3:24])([CH3:23])[CH3:22])=[O:19])[CH2:13]1. No catalyst specified. The product is [CH3:7][N:6]1[C:2]([O:11][C@@H:12]2[CH2:17][CH2:16][CH2:15][N:14]([C:18]([O:20][C:21]([CH3:24])([CH3:23])[CH3:22])=[O:19])[CH2:13]2)=[C:3]([N+:8]([O-:10])=[O:9])[CH:4]=[N:5]1. The yield is 0.930. (9) The reactants are [C:1]([CH2:3][C:4]([NH2:6])=[O:5])#[N:2].C[C:8]([CH3:11])([O-])[CH3:9].[K+].[CH3:13][C:14](=O)[C:15]#CC. The catalyst is CS(C)=O. The product is [CH2:14]([C:15]1[CH:11]=[C:8]([CH3:9])[NH:6][C:4](=[O:5])[C:3]=1[C:1]#[N:2])[CH3:13]. The yield is 0.710.